From a dataset of TCR-epitope binding with 47,182 pairs between 192 epitopes and 23,139 TCRs. Binary Classification. Given a T-cell receptor sequence (or CDR3 region) and an epitope sequence, predict whether binding occurs between them. (1) The epitope is ELAGIGILTV. The TCR CDR3 sequence is CASTPAADDRPVGNTIYF. Result: 1 (the TCR binds to the epitope). (2) The epitope is TEKSNIIRGW. The TCR CDR3 sequence is CASTPGKREAPPYNEQFF. Result: 0 (the TCR does not bind to the epitope).